This data is from Reaction yield outcomes from USPTO patents with 853,638 reactions. The task is: Predict the reaction yield, written as a fraction of the theoretical maximum amount of product (1.0 means a 100% yield; for example, 0.34 means a 34% yield). (1) The reactants are [O:1]1[CH2:5][CH2:4][O:3][CH:2]1[C:6]1[CH:20]=[CH:19][C:9]([O:10][C:11]2[N:12]=[CH:13][C:14]([C:17]#[N:18])=[N:15][CH:16]=2)=[C:8]([CH3:21])[CH:7]=1.C([O-])([O-])=[O:23].[K+].[K+].OO. The catalyst is CS(C)=O. The product is [O:3]1[CH2:4][CH2:5][O:1][CH:2]1[C:6]1[CH:20]=[CH:19][C:9]([O:10][C:11]2[N:12]=[CH:13][C:14]([C:17]([NH2:18])=[O:23])=[N:15][CH:16]=2)=[C:8]([CH3:21])[CH:7]=1. The yield is 0.686. (2) The reactants are C([C:3]1([C:21]([O-:23])=[O:22])[CH:7]2[CH2:8][N:9]([C:13]([O:15][C:16]([CH3:19])([CH3:18])[CH3:17])=[O:14])[CH:10]([CH3:12])[CH2:11][N:6]2[N:5]=[C:4]1[I:20])C.[OH-].[Na+]. The catalyst is CCO.O. The product is [C:16]([O:15][C:13]([N:9]1[CH:10]([CH3:12])[CH2:11][N:6]2[N:5]=[C:4]([I:20])[C:3]([C:21]([OH:23])=[O:22])=[C:7]2[CH2:8]1)=[O:14])([CH3:17])([CH3:18])[CH3:19]. The yield is 0.820. (3) The reactants are O=C1[N:6]([C:7]2[CH:18]=[CH:17][C:10]([C:11]([NH:13][CH2:14][CH2:15][CH3:16])=[O:12])=[CH:9][CH:8]=2)[CH:5]([C:19]2[CH:24]=[CH:23][CH:22]=[CH:21][CH:20]=2)[CH2:4][O:3]1.[OH-].[Na+].C(OCC)(=O)C. The catalyst is C(O)C. The product is [OH:3][CH2:4][CH:5]([NH:6][C:7]1[CH:8]=[CH:9][C:10]([C:11]([NH:13][CH2:14][CH2:15][CH3:16])=[O:12])=[CH:17][CH:18]=1)[C:19]1[CH:20]=[CH:21][CH:22]=[CH:23][CH:24]=1. The yield is 0.960. (4) The reactants are [C:1]([O:5][C:6]([N:8]1[CH2:13][CH2:12][C:11]([N:15]2[C:26]3[C:18](=[CH:19][N:20]=[C:21]4[C:25]=3[CH:24]=[CH:23][N:22]4S(C3C=CC=CC=3)(=O)=O)[NH:17][N:16]2C)([CH3:14])[CH2:10][CH2:9]1)=[O:7])([CH3:4])([CH3:3])[CH3:2].C1COCC1.CO. The product is [C:1]([O:5][C:6]([N:8]1[CH2:13][CH2:12][C:11]([CH3:14])([N:15]2[C:26]3[C:18](=[CH:19][N:20]=[C:21]4[C:25]=3[CH:24]=[CH:23][NH:22]4)[N:17]=[N:16]2)[CH2:10][CH2:9]1)=[O:7])([CH3:4])([CH3:2])[CH3:3]. No catalyst specified. The yield is 0.900. (5) The reactants are [Cl:1][C:2]1[CH:3]=[CH:4][C:5]([N:15]2[CH:19]=[C:18]([Cl:20])[N:17]=[N:16]2)=[C:6]([C:8]2[N:13]=[CH:12][N:11]=[C:10]([OH:14])[CH:9]=2)[CH:7]=1.CN(C(ON1N=NC2C=CC=NC1=2)=[N+](C)C)C.F[P-](F)(F)(F)(F)F.C1CCN2C(=NCCC2)CC1.N[C@@H:57]1[C:73]2[CH:74]=[C:69]([CH:70]=[N:71][CH:72]=2)[C:68]2[N:67]([CH3:75])[N:66]=[CH:65][C:64]=2[NH:63][C:62](=[O:76])[C@H:61]([CH3:77])[CH2:60][CH2:59][CH2:58]1. The catalyst is CC#N.CN(C=O)C. The product is [Cl:1][C:2]1[CH:3]=[CH:4][C:5]([N:15]2[CH:19]=[C:18]([Cl:20])[N:17]=[N:16]2)=[C:6]([C:8]2[N:13]=[CH:12][N:11]([C@@H:57]3[C:73]4[CH:74]=[C:69]([CH:70]=[N:71][CH:72]=4)[C:68]4[N:67]([CH3:75])[N:66]=[CH:65][C:64]=4[NH:63][C:62](=[O:76])[C@H:61]([CH3:77])[CH2:60][CH2:59][CH2:58]3)[C:10](=[O:14])[CH:9]=2)[CH:7]=1. The yield is 0.110. (6) The reactants are Cl.[NH2:2][C:3]([CH3:11])([CH3:10])[CH2:4][C:5]([O:7][CH2:8][CH3:9])=[O:6].C(N(CC)CC)C.Cl[C:20](=[O:27])[CH2:21][C:22]([O:24][CH2:25][CH3:26])=[O:23]. The catalyst is C(Cl)Cl. The product is [CH2:25]([O:24][C:22](=[O:23])[CH2:21][C:20]([NH:2][C:3]([CH3:11])([CH3:10])[CH2:4][C:5]([O:7][CH2:8][CH3:9])=[O:6])=[O:27])[CH3:26]. The yield is 0.970. (7) The product is [CH2:1]([O:3][C:4]1[CH:9]=[C:8]([F:10])[CH:7]=[CH:6][C:5]=1[C:11]1[S:19][C:18]2[C:17]([NH:22][NH2:23])=[N:16][CH:15]=[N:14][C:13]=2[C:12]=1[CH3:20])[CH3:2]. The yield is 0.870. The catalyst is C(O)C. The reactants are [CH2:1]([O:3][C:4]1[CH:9]=[C:8]([F:10])[CH:7]=[CH:6][C:5]=1[C:11]1[S:19][C:18]2[CH:17]=[N:16][CH:15]=[N:14][C:13]=2[C:12]=1[CH3:20])[CH3:2].O.[NH2:22][NH2:23].